From a dataset of Full USPTO retrosynthesis dataset with 1.9M reactions from patents (1976-2016). Predict the reactants needed to synthesize the given product. (1) The reactants are: [CH2:1]([O:3][C:4]1[CH:5]=[C:6]([N:10]2[CH:14]=[C:13]([C:15]([O:17]CC)=[O:16])[N:12]=[C:11]2[C:20]2[CH:25]=[CH:24][C:23]([F:26])=[CH:22][C:21]=2[F:27])[CH:7]=[CH:8][CH:9]=1)[CH3:2].[OH-].[Na+].Cl. Given the product [CH2:1]([O:3][C:4]1[CH:5]=[C:6]([N:10]2[CH:14]=[C:13]([C:15]([OH:17])=[O:16])[N:12]=[C:11]2[C:20]2[CH:25]=[CH:24][C:23]([F:26])=[CH:22][C:21]=2[F:27])[CH:7]=[CH:8][CH:9]=1)[CH3:2], predict the reactants needed to synthesize it. (2) Given the product [Si:8]([O:15][C:16]1[CH:17]=[CH:18][C:19]([CH2:22][CH:23]([C:24]([O:26][CH2:27][CH3:28])=[O:25])[C:30]([CH2:36][CH3:37])([OH:29])[C:31]([O:33][CH2:34][CH3:35])=[O:32])=[CH:20][CH:21]=1)([C:11]([CH3:14])([CH3:13])[CH3:12])([CH3:10])[CH3:9], predict the reactants needed to synthesize it. The reactants are: C(NC(C)C)(C)C.[Si:8]([O:15][C:16]1[CH:21]=[CH:20][C:19]([CH2:22][CH2:23][C:24]([O:26][CH2:27][CH3:28])=[O:25])=[CH:18][CH:17]=1)([C:11]([CH3:14])([CH3:13])[CH3:12])([CH3:10])[CH3:9].[O:29]=[C:30]([CH2:36][CH3:37])[C:31]([O:33][CH2:34][CH3:35])=[O:32].CCCCCC.C(OCC)(=O)C. (3) Given the product [C:25]([C:12]1[C:13]2[NH:14][C:15]3[C:7](=[CH:6][CH:5]=[C:4]([Br:3])[CH:16]=3)[C:8]=2[CH:9]=[CH:10][N:11]=1)(=[O:26])[CH3:17], predict the reactants needed to synthesize it. The reactants are: [H-].[Na+].[Br:3][C:4]1[CH:16]=[C:15]2[C:7]([C:8]3[CH:9]=[CH:10][N:11]=[CH:12][C:13]=3[NH:14]2)=[CH:6][CH:5]=1.[CH3:17]S(Cl)(=O)=O.CN([CH:25]=[O:26])C. (4) Given the product [NH2:3][S:2]([C:7]1[CH:8]=[C:9]([CH:10]=[CH:11][C:6]=1[N:5]1[CH2:23][CH2:24][CH2:25][C:4]1=[O:28])[O:12][C:13]1[CH:14]=[C:15]([CH:20]=[CH:21][CH:22]=1)[C:16]([OH:18])=[O:17])(=[O:26])=[O:1], predict the reactants needed to synthesize it. The reactants are: [O:1]=[S:2]1(=[O:26])[C:7]2[CH:8]=[C:9]([O:12][C:13]3[CH:14]=[C:15]([CH:20]=[CH:21][CH:22]=3)[C:16]([O:18]C)=[O:17])[CH:10]=[CH:11][C:6]=2[N:5]2[CH2:23][CH2:24][CH2:25][C:4]2=[N:3]1.Cl.[OH-:28].[Na+]. (5) Given the product [CH3:47][CH:48]([CH:55]1[C:59]2([CH3:77])[CH:58]([CH:63]3[CH:62]([CH2:61][CH2:60]2)[C:67]2([CH3:76])[C:66]([CH2:71][CH:70]([O:72][C:73](=[O:74])[NH:1][CH2:2][CH2:3][CH2:4][CH2:5][CH2:6][C:7]([N:9]4[CH2:13][CH:12]([OH:14])[CH:11]([CH:15]([C:34]5[CH:39]=[CH:38][CH:37]=[CH:36][CH:35]=5)[O:16][CH:17]([C:26]5[CH:31]=[CH:30][C:29]([O:32][CH3:33])=[CH:28][CH:27]=5)[C:18]5[CH:23]=[CH:22][C:21]([O:24][CH3:25])=[CH:20][CH:19]=5)[CH2:10]4)=[O:8])[CH2:69][CH2:68]2)=[CH:65][CH2:64]3)[CH2:57][CH2:56]1)[CH2:49][CH2:50][CH2:51][CH:52]([CH3:53])[CH3:54], predict the reactants needed to synthesize it. The reactants are: [NH2:1][CH2:2][CH2:3][CH2:4][CH2:5][CH2:6][C:7]([N:9]1[CH2:13][CH:12]([OH:14])[CH:11]([CH:15]([C:34]2[CH:39]=[CH:38][CH:37]=[CH:36][CH:35]=2)[O:16][CH:17]([C:26]2[CH:31]=[CH:30][C:29]([O:32][CH3:33])=[CH:28][CH:27]=2)[C:18]2[CH:23]=[CH:22][C:21]([O:24][CH3:25])=[CH:20][CH:19]=2)[CH2:10]1)=[O:8].C(N(CC)CC)C.[CH3:47][C@@H:48]([C@@H:55]1[C@@:59]2([CH3:77])[CH2:60][CH2:61][CH:62]3[C@@:67]4([CH3:76])[CH2:68][CH2:69][CH:70]([O:72][C:73](Cl)=[O:74])[CH2:71][C:66]4=[CH:65][CH2:64][CH:63]3[CH:58]2[CH2:57][CH2:56]1)[CH2:49][CH2:50][CH2:51][CH:52]([CH3:54])[CH3:53].CO.C(Cl)(Cl)Cl. (6) Given the product [Cl:19][C:8]1[CH:7]=[C:6]([C:2]2[O:1][CH:5]=[CH:4][CH:3]=2)[N:11]=[C:10]([C:12]2[CH:17]=[CH:16][CH:15]=[CH:14][N:13]=2)[N:9]=1, predict the reactants needed to synthesize it. The reactants are: [O:1]1[CH:5]=[CH:4][CH:3]=[C:2]1[C:6]1[N:11]=[C:10]([C:12]2[CH:17]=[CH:16][CH:15]=[CH:14][N:13]=2)[N:9]=[C:8](O)[CH:7]=1.[Cl:19]C1N=C(C2OC(C)=CC=2)N=C(N)C=1. (7) Given the product [CH3:1][C:2]1[CH:7]=[CH:6][C:5]([C:8]2[N:20]=[CH:21][C:22]([OH:23])=[N:24][C:10]=2[C:12]2[CH:17]=[CH:16][C:15]([CH3:18])=[CH:14][CH:13]=2)=[CH:4][CH:3]=1, predict the reactants needed to synthesize it. The reactants are: [CH3:1][C:2]1[CH:7]=[CH:6][C:5]([C:8]([C:10]([C:12]2[CH:17]=[CH:16][C:15]([CH3:18])=[CH:14][CH:13]=2)=O)=O)=[CH:4][CH:3]=1.Cl.[NH2:20][CH2:21][C:22]([NH2:24])=[O:23].[OH-].[Na+].Cl.C(=O)(O)[O-].[K+].